Dataset: Reaction yield outcomes from USPTO patents with 853,638 reactions. Task: Predict the reaction yield, written as a fraction of the theoretical maximum amount of product (1.0 means a 100% yield; for example, 0.34 means a 34% yield). (1) The reactants are [CH2:1]1[C:11]2[C:6](=[CH:7][CH:8]=[CH:9][CH:10]=2)[NH:5][C:3](=[O:4])[CH2:2]1.O.[N+:13]([O-])([OH:15])=[O:14]. The catalyst is OS(O)(=O)=O. The product is [N+:13]([C:9]1[CH:10]=[C:11]2[C:6](=[CH:7][CH:8]=1)[NH:5][C:3](=[O:4])[CH2:2][CH2:1]2)([O-:15])=[O:14]. The yield is 0.780. (2) The yield is 0.660. The reactants are Br[C:2]1[C:3]([F:19])=[N:4][CH:5]=[C:6]([CH2:8][O:9][CH2:10][C:11]2[CH:16]=[CH:15][C:14]([O:17][CH3:18])=[CH:13][CH:12]=2)[CH:7]=1.C([Li])CCC.[B:25](OC(C)C)([O:30]C(C)C)[O:26]C(C)C. The product is [F:19][C:3]1[C:2]([B:25]([OH:30])[OH:26])=[CH:7][C:6]([CH2:8][O:9][CH2:10][C:11]2[CH:16]=[CH:15][C:14]([O:17][CH3:18])=[CH:13][CH:12]=2)=[CH:5][N:4]=1. The catalyst is C1(C)C=CC=CC=1. (3) The reactants are C([O-])([O-])=O.[Cs+].[Cs+].BrC1C=CC(S([O:17][C@@H:18]2[CH2:22][N:21]([C:23]([O:25][C:26]([CH3:29])([CH3:28])[CH3:27])=[O:24])[C@H:20]([C:30]([O:32][CH3:33])=[O:31])[CH2:19]2)(=O)=O)=CC=1.[Br:34][C:35]1[C:44](O)=[CH:43][C:42]2[C:37](=[CH:38][CH:39]=[C:40]([O:46][CH3:47])[CH:41]=2)[N:36]=1. The catalyst is CN1C(=O)CCC1.CCOC(C)=O. The product is [Br:34][C:35]1[C:44]([O:17][C@H:18]2[CH2:22][N:21]([C:23]([O:25][C:26]([CH3:27])([CH3:28])[CH3:29])=[O:24])[C@H:20]([C:30]([O:32][CH3:33])=[O:31])[CH2:19]2)=[CH:43][C:42]2[C:37](=[CH:38][CH:39]=[C:40]([O:46][CH3:47])[CH:41]=2)[N:36]=1. The yield is 0.702. (4) The reactants are [NH2:1][C:2]1[CH:7]=[CH:6][C:5]([N:8]2[C:14](=[O:15])[CH2:13][C:12](=[O:16])[NH:11][C:10]3[C:17]4[C:22]([CH:23]=[CH:24][C:9]2=3)=[CH:21][CH:20]=[CH:19][CH:18]=4)=[CH:4][CH:3]=1.[CH3:25][C:26]1[S:30][C:29]([C:31](O)=[O:32])=[CH:28][CH:27]=1.F[P-](F)(F)(F)(F)F.N1(OC(N(C)C)=[N+](C)C)C2C=CC=CC=2N=N1.C(N(CC)CC)C. The catalyst is CN(C=O)C. The product is [CH3:25][C:26]1[S:30][C:29]([C:31]([NH:1][C:2]2[CH:7]=[CH:6][C:5]([N:8]3[C:14](=[O:15])[CH2:13][C:12](=[O:16])[NH:11][C:10]4[C:17]5[C:22]([CH:23]=[CH:24][C:9]3=4)=[CH:21][CH:20]=[CH:19][CH:18]=5)=[CH:4][CH:3]=2)=[O:32])=[CH:28][CH:27]=1. The yield is 0.450. (5) The reactants are [Cl-].[CH3:2][O:3][CH2:4][P+](C1C=CC=CC=1)(C1C=CC=CC=1)C1C=CC=CC=1.CC(C)([O-])C.[K+].[CH:30]([C:32]1[CH:40]=[CH:39][C:38]([Cl:41])=[CH:37][C:33]=1[C:34]([OH:36])=[O:35])=O. The catalyst is C(OCC)C.C(O)(C)(C)C.O. The product is [Cl:41][C:38]1[CH:39]=[CH:40][C:32]([CH:30]=[CH:2][O:3][CH3:4])=[C:33]([CH:37]=1)[C:34]([OH:36])=[O:35]. The yield is 0.800. (6) The reactants are [CH2:1]([C:5]1[N:6]=[C:7]([CH3:27])[NH:8][C:9](=[O:26])[C:10]=1[CH2:11][C:12]1[CH:17]=[CH:16][C:15]([C:18]2[C:19]([C:24]#[N:25])=[CH:20][CH:21]=[CH:22][CH:23]=2)=[CH:14][CH:13]=1)[CH2:2][CH2:3][CH3:4].C(=O)([O-])[O-].[K+].[K+].Br[CH2:35][C:36]1[C:41]([F:42])=[CH:40][CH:39]=[CH:38][C:37]=1[F:43].CN(C)C=O. The catalyst is C(OCC)(=O)C. The product is [CH2:1]([C:5]1[N:6]=[C:7]([CH3:27])[N:8]([CH2:35][C:36]2[C:41]([F:42])=[CH:40][CH:39]=[CH:38][C:37]=2[F:43])[C:9](=[O:26])[C:10]=1[CH2:11][C:12]1[CH:17]=[CH:16][C:15]([C:18]2[C:19]([C:24]#[N:25])=[CH:20][CH:21]=[CH:22][CH:23]=2)=[CH:14][CH:13]=1)[CH2:2][CH2:3][CH3:4]. The yield is 0.550.